Predict the product of the given reaction. From a dataset of Forward reaction prediction with 1.9M reactions from USPTO patents (1976-2016). (1) Given the reactants [CH3:1][C:2]1([CH3:20])[CH2:7][O:6][B:5]([C:8]2[CH:13]=[CH:12][C:11]([CH2:14][CH2:15]CC(O)=O)=[CH:10][CH:9]=2)[O:4][CH2:3]1.BrC1C=CC(CC[O:30][C:31](=[O:41])[NH:32][C:33]2[CH:38]=[CH:37][CH:36]=[C:35]([C:39]#[N:40])[CH:34]=2)=CC=1, predict the reaction product. The product is: [CH3:20][C:2]1([CH3:1])[CH2:3][O:4][B:5]([C:8]2[CH:9]=[CH:10][C:11]([CH2:14][CH2:15][O:41][C:31](=[O:30])[NH:32][C:33]3[CH:38]=[CH:37][CH:36]=[C:35]([C:39]#[N:40])[CH:34]=3)=[CH:12][CH:13]=2)[O:6][CH2:7]1. (2) Given the reactants [CH:1]1[N:5]2[C:6]3[C:11]([N:12]([C:14]([O:16][C:17]([CH3:20])([CH3:19])[CH3:18])=[O:15])[CH2:13][C:4]2=[C:3]([C:21](OCC)=[O:22])[N:2]=1)=[CH:10][CH:9]=[CH:8][CH:7]=3.[H-].C([Al+]CC(C)C)C(C)C.CO.[Cl-].[NH4+], predict the reaction product. The product is: [CH:21]([C:3]1[N:2]=[CH:1][N:5]2[C:6]3[C:11](=[CH:10][CH:9]=[CH:8][CH:7]=3)[N:12]([C:14]([O:16][C:17]([CH3:20])([CH3:19])[CH3:18])=[O:15])[CH2:13][C:4]=12)=[O:22].